Dataset: Reaction yield outcomes from USPTO patents with 853,638 reactions. Task: Predict the reaction yield, written as a fraction of the theoretical maximum amount of product (1.0 means a 100% yield; for example, 0.34 means a 34% yield). (1) The reactants are [CH2:1]([C@@H:5]1[NH:10][CH2:9][C@H:8]([CH2:11][CH:12]([CH3:14])[CH3:13])[NH:7][C:6]1=[O:15])[CH:2]([CH3:4])[CH3:3].[CH3:16][C:17]([C:22]1[CH:27]=[CH:26][CH:25]=[CH:24][CH:23]=1)=[CH:18][C:19](O)=[O:20].C([C@@H]1N(C(=O)/C=C/C2C=CC=CC=2)C[C@H](CC(C)C)NC1=O)C(C)C. No catalyst specified. The product is [CH2:1]([C@@H:5]1[N:10]([C:19](=[O:20])[CH:18]=[C:17]([C:22]2[CH:27]=[CH:26][CH:25]=[CH:24][CH:23]=2)[CH3:16])[CH2:9][C@H:8]([CH2:11][CH:12]([CH3:14])[CH3:13])[NH:7][C:6]1=[O:15])[CH:2]([CH3:4])[CH3:3]. The yield is 0.400. (2) The reactants are [CH2:1]([O:8][C:9]([NH:11][CH:12]([C:14]([OH:34])([PH2:32]=[O:33])[CH:15]([CH2:19][C:20]1[CH:25]=[CH:24][C:23]([C:26]2[CH:31]=[CH:30][CH:29]=[CH:28][CH:27]=2)=[CH:22][CH:21]=1)[C:16](O)=[O:17])[CH3:13])=[O:10])[C:2]1[CH:7]=[CH:6][CH:5]=[CH:4][CH:3]=1.Cl.[NH2:36][C@H:37]([C:39]([O:41][C:42]([CH3:45])([CH3:44])[CH3:43])=[O:40])[CH3:38].CCN(C(C)C)C(C)C.CN(C(ON1N=NC2C=CC=CC1=2)=[N+](C)C)C.[B-](F)(F)(F)F. The product is [C:42]([O:41][C:39](=[O:40])[CH:37]([NH:36][C:16](=[O:17])[CH:15]([C:14]([CH:12]([NH:11][C:9]([O:8][CH2:1][C:2]1[CH:7]=[CH:6][CH:5]=[CH:4][CH:3]=1)=[O:10])[CH3:13])([OH:34])[PH2:32]=[O:33])[CH2:19][C:20]1[CH:25]=[CH:24][C:23]([C:26]2[CH:27]=[CH:28][CH:29]=[CH:30][CH:31]=2)=[CH:22][CH:21]=1)[CH3:38])([CH3:45])([CH3:44])[CH3:43]. The yield is 0.970. The catalyst is CN(C=O)C. (3) The reactants are [Br:1][C:2](Br)=[N:3][OH:4].[C:6]([O:10][CH2:11][CH3:12])(=[O:9])[C:7]#[CH:8].C(=O)(O)[O-].[K+]. The catalyst is CCO.O. The product is [Br:1][C:2]1[CH:8]=[C:7]([C:6]([O:10][CH2:11][CH3:12])=[O:9])[O:4][N:3]=1. The yield is 0.780. (4) The reactants are [OH:1][C@H:2]([CH2:28][O:29][C:30]1[CH:35]=[CH:34][CH:33]=[CH:32][CH:31]=1)[CH2:3][NH:4][CH2:5][C@H:6]1[CH2:15][CH2:14][C:13]2[C:8](=[CH:9][CH:10]=[C:11]([N:16]([CH3:27])[C:17]3[CH:26]=[CH:25][C:20]([C:21]([O:23]C)=[O:22])=[CH:19][CH:18]=3)[CH:12]=2)[O:7]1.[OH-].[Na+].[ClH:38]. The catalyst is CO.O1CCOCC1. The product is [ClH:38].[OH:1][C@H:2]([CH2:28][O:29][C:30]1[CH:31]=[CH:32][CH:33]=[CH:34][CH:35]=1)[CH2:3][NH:4][CH2:5][C@H:6]1[CH2:15][CH2:14][C:13]2[C:8](=[CH:9][CH:10]=[C:11]([N:16]([CH3:27])[C:17]3[CH:26]=[CH:25][C:20]([C:21]([OH:23])=[O:22])=[CH:19][CH:18]=3)[CH:12]=2)[O:7]1. The yield is 0.840. (5) The reactants are F[C:2]1[CH:7]=[CH:6][C:5]([S:8]([CH3:11])(=[O:10])=[O:9])=[CH:4][C:3]=1[C:12]1[C:21]2[C:16](=[CH:17][CH:18]=[CH:19][CH:20]=2)[C:15](=[O:22])[N:14]([CH3:23])[CH:13]=1.[NH2:24][C@H:25]1[CH2:30][CH2:29][C@H:28]([OH:31])[CH2:27][CH2:26]1.C([O-])([O-])=O.[Cs+].[Cs+].O. The catalyst is CS(C)=O. The product is [NH2:24][C@H:25]1[CH2:30][CH2:29][C@H:28]([O:31][C:2]2[CH:7]=[CH:6][C:5]([S:8]([CH3:11])(=[O:10])=[O:9])=[CH:4][C:3]=2[C:12]2[C:21]3[C:16](=[CH:17][CH:18]=[CH:19][CH:20]=3)[C:15](=[O:22])[N:14]([CH3:23])[CH:13]=2)[CH2:27][CH2:26]1. The yield is 0.369. (6) The reactants are [CH3:1][C:2]1[CH:7]=[CH:6][CH:5]=[CH:4][C:3]=1[C:8]1[NH:12][CH:11]=[C:10]([C:13]#[N:14])[CH:9]=1.C(N(C(C)C)CC)(C)C.[N:24]1[CH:29]=[CH:28][CH:27]=[C:26]([S:30](Cl)(=[O:32])=[O:31])[CH:25]=1.Cl. The catalyst is C(#N)C.O. The product is [CH3:1][C:2]1[CH:7]=[CH:6][CH:5]=[CH:4][C:3]=1[C:8]1[N:12]([S:30]([C:26]2[CH:25]=[N:24][CH:29]=[CH:28][CH:27]=2)(=[O:32])=[O:31])[CH:11]=[C:10]([C:13]#[N:14])[CH:9]=1. The yield is 0.900.